Dataset: Full USPTO retrosynthesis dataset with 1.9M reactions from patents (1976-2016). Task: Predict the reactants needed to synthesize the given product. (1) The reactants are: Cl.[Cl:2][C:3]1[CH:4]=[C:5]([C@H:10]2[C@H:15]([N:16]([CH3:33])[C:17](=[O:32])[C:18]3[CH:23]=[C:22]([C:24]([F:27])([F:26])[F:25])[CH:21]=[C:20]([C:28]([F:31])([F:30])[F:29])[CH:19]=3)[CH2:14][CH2:13][N:12]([C:34]([CH:36]3[CH2:41][CH2:40][NH:39][CH2:38][CH2:37]3)=[O:35])[CH2:11]2)[CH:6]=[CH:7][C:8]=1[Cl:9].C(N(CC)CC)C.[C:49](Cl)(=[O:51])[CH3:50].[OH-].[Na+]. Given the product [C:49]([N:39]1[CH2:40][CH2:41][CH:36]([C:34]([N:12]2[CH2:13][CH2:14][C@@H:15]([N:16]([CH3:33])[C:17](=[O:32])[C:18]3[CH:23]=[C:22]([C:24]([F:25])([F:27])[F:26])[CH:21]=[C:20]([C:28]([F:29])([F:31])[F:30])[CH:19]=3)[C@H:10]([C:5]3[CH:6]=[CH:7][C:8]([Cl:9])=[C:3]([Cl:2])[CH:4]=3)[CH2:11]2)=[O:35])[CH2:37][CH2:38]1)(=[O:51])[CH3:50], predict the reactants needed to synthesize it. (2) Given the product [CH3:22][O:23][C:24]1[CH:25]=[CH:26][C:27]([C:30]2[C:35]([CH3:36])=[C:34]([C:37]([F:39])([F:38])[F:40])[N:33]3[N:41]=[CH:42][C:43]([C:44]([N:46]4[CH2:51][CH2:50][N:49]([C@H:2]([C:4]5[CH:11]=[CH:10][CH:9]=[CH:8][C:5]=5[C:6]#[N:7])[CH3:3])[CH2:48][C@H:47]4[CH3:52])=[O:45])=[C:32]3[N:31]=2)=[CH:28][CH:29]=1, predict the reactants needed to synthesize it. The reactants are: O[C@@H:2]([C:4]1[CH:11]=[CH:10][CH:9]=[CH:8][C:5]=1[C:6]#[N:7])[CH3:3].CS(Cl)(=O)=O.S([O-])(=O)(=O)C.[CH3:22][O:23][C:24]1[CH:29]=[CH:28][C:27]([C:30]2[C:35]([CH3:36])=[C:34]([C:37]([F:40])([F:39])[F:38])[N:33]3[N:41]=[CH:42][C:43]([C:44]([N:46]4[CH2:51][CH2:50][NH:49][CH2:48][C@H:47]4[CH3:52])=[O:45])=[C:32]3[N:31]=2)=[CH:26][CH:25]=1.